From a dataset of Forward reaction prediction with 1.9M reactions from USPTO patents (1976-2016). Predict the product of the given reaction. (1) Given the reactants [CH3:1][O:2][C:3]1[CH:8]=[CH:7][CH:6]=[CH:5][C:4]=1[C:9]1[N:10]=[C:11]2[C:16]([CH3:17])=[CH:15][C:14]([CH:18]3[CH2:23][CH2:22][N:21]([CH2:24][CH2:25][N:26](C)[C:27](=O)OC(C)(C)C)[CH2:20][CH2:19]3)=[CH:13][N:12]2[CH:35]=1.Cl, predict the reaction product. The product is: [CH3:1][O:2][C:3]1[CH:8]=[CH:7][CH:6]=[CH:5][C:4]=1[C:9]1[N:10]=[C:11]2[C:16]([CH3:17])=[CH:15][C:14]([CH:18]3[CH2:23][CH2:22][N:21]([CH2:24][CH2:25][NH:26][CH3:27])[CH2:20][CH2:19]3)=[CH:13][N:12]2[CH:35]=1. (2) Given the reactants [CH2:1]([O:7][C:8]1[CH:9]=[C:10]([C:28]2[O:32][C:31]([C:33]3[CH:42]=[CH:41][C:36]([C:37]([NH:39][NH2:40])=[O:38])=[CH:35][CH:34]=3)=[N:30][N:29]=2)[CH:11]=[C:12]([O:21][CH2:22][CH2:23][CH2:24][CH2:25][CH2:26][CH3:27])[C:13]=1[O:14][CH2:15][CH2:16][CH2:17][CH2:18][CH2:19][CH3:20])[CH2:2][CH2:3][CH2:4][CH2:5][CH3:6].Cl[C:44]([C:46]1[CH:54]=[CH:53][C:49]([C:50]([O-:52])=[O:51])=[CH:48][CH:47]=1)=[O:45].N1C=CC=C[CH:56]=1.O, predict the reaction product. The product is: [CH2:1]([O:7][C:8]1[CH:9]=[C:10]([C:28]2[O:32][C:31]([C:33]3[CH:42]=[CH:41][C:36]([C:37]([NH:39][NH:40][C:44]([C:46]4[CH:54]=[CH:53][C:49]([C:50]([O:52][CH3:56])=[O:51])=[CH:48][CH:47]=4)=[O:45])=[O:38])=[CH:35][CH:34]=3)=[N:30][N:29]=2)[CH:11]=[C:12]([O:21][CH2:22][CH2:23][CH2:24][CH2:25][CH2:26][CH3:27])[C:13]=1[O:14][CH2:15][CH2:16][CH2:17][CH2:18][CH2:19][CH3:20])[CH2:2][CH2:3][CH2:4][CH2:5][CH3:6]. (3) Given the reactants [Br:1][C:2]1[CH:22]=[CH:21][CH:20]=[CH:19][C:3]=1[CH2:4][CH2:5][NH:6][C:7](=O)[C:8]1[CH:13]=[CH:12][C:11]([C:14]([F:17])([F:16])[F:15])=[CH:10][CH:9]=1.O=P12OP3(OP(OP(O3)(O1)=O)(=O)O2)=O, predict the reaction product. The product is: [Br:1][C:2]1[CH:22]=[CH:21][CH:20]=[C:19]2[C:3]=1[CH2:4][CH2:5][N:6]=[C:7]2[C:8]1[CH:13]=[CH:12][C:11]([C:14]([F:17])([F:16])[F:15])=[CH:10][CH:9]=1. (4) Given the reactants C1(S(N2CCNC(=O)[C@H]2CC#C)(=O)=O)C=CC=CC=1.[F:20][C:21]([F:42])([F:41])[C:22]1[CH:23]=[C:24]([S:28]([N:31]2[CH:36]=[CH:35][NH:34][C:33](=[O:37])[C@H:32]2[CH2:38][C:39]#[CH:40])(=[O:30])=[O:29])[CH:25]=[CH:26][CH:27]=1, predict the reaction product. The product is: [CH2:38]([C@H:32]1[N:31]([S:28]([C:24]2[CH:25]=[CH:26][CH:27]=[C:22]([C:21]([F:41])([F:42])[F:20])[CH:23]=2)(=[O:30])=[O:29])[CH2:36][CH2:35][NH:34][C:33]1=[O:37])[C:39]#[CH:40]. (5) Given the reactants [CH3:1][C:2]1[CH:3]=[CH:4][CH:5]=[C:6]2[C:10]=1[NH:9][CH:8]=[CH:7]2.Br[CH2:12][CH2:13][CH2:14][F:15], predict the reaction product. The product is: [F:15][CH2:14][CH2:13][CH2:12][N:9]1[C:10]2[C:6](=[CH:5][CH:4]=[CH:3][C:2]=2[CH3:1])[CH:7]=[CH:8]1. (6) Given the reactants [NH:1]1[CH2:6][CH2:5][S:4][CH2:3][CH2:2]1.[F:7][C:8]1[CH:9]=[C:10]2[C:15](=[CH:16][C:17]=1F)[N:14]([CH2:19][C:20]1[CH:25]=[CH:24][C:23]([C:26]([F:29])([F:28])[F:27])=[CH:22][CH:21]=1)[CH:13]=[C:12]([C:30]#[N:31])[C:11]2=[O:32], predict the reaction product. The product is: [F:7][C:8]1[CH:9]=[C:10]2[C:15](=[CH:16][C:17]=1[N:1]1[CH2:6][CH2:5][S:4][CH2:3][CH2:2]1)[N:14]([CH2:19][C:20]1[CH:21]=[CH:22][C:23]([C:26]([F:29])([F:27])[F:28])=[CH:24][CH:25]=1)[CH:13]=[C:12]([C:30]#[N:31])[C:11]2=[O:32]. (7) Given the reactants [C:1]([C:3]1[N:11]=[C:10]2[C:6]([N:7]([CH2:17][C:18]3[CH:23]=[CH:22][C:21]([C:24]([F:27])([F:26])[F:25])=[CH:20][CH:19]=3)[C:8]([C:12](OCC)=[O:13])=[N:9]2)=[C:5]([NH:28][C@@H:29]([CH:31]2[CH2:34][CH2:33][CH2:32]2)[CH3:30])[N:4]=1)#[N:2].[BH4-].[Na+], predict the reaction product. The product is: [CH:31]1([C@H:29]([NH:28][C:5]2[N:4]=[C:3]([C:1]#[N:2])[N:11]=[C:10]3[C:6]=2[N:7]([CH2:17][C:18]2[CH:23]=[CH:22][C:21]([C:24]([F:25])([F:26])[F:27])=[CH:20][CH:19]=2)[C:8]([CH2:12][OH:13])=[N:9]3)[CH3:30])[CH2:34][CH2:33][CH2:32]1.